This data is from Forward reaction prediction with 1.9M reactions from USPTO patents (1976-2016). The task is: Predict the product of the given reaction. (1) The product is: [N+:18]([C:13]1[CH:12]=[C:11]([C:4]2[CH:5]=[CH:6][N:1]=[CH:2][CH:3]=2)[CH:16]=[CH:15][C:14]=1[NH2:17])([O-:20])=[O:19]. Given the reactants [N:1]1[CH:6]=[CH:5][C:4](B(O)O)=[CH:3][CH:2]=1.Br[C:11]1[CH:16]=[CH:15][C:14]([NH2:17])=[C:13]([N+:18]([O-:20])=[O:19])[CH:12]=1, predict the reaction product. (2) The product is: [CH:1]([N:4]1[CH2:9][CH2:8][N:7]([C:10]([C:12]2[CH:13]=[C:14]3[C:18](=[CH:19][CH:20]=2)[N:17]([CH2:38][C:39]([F:42])([F:41])[F:40])[C:16]([C:21]([N:23]2[CH2:28][CH2:27][CH:26]([O:29][CH3:30])[CH2:25][CH2:24]2)=[O:22])=[CH:15]3)=[O:11])[CH2:6][CH2:5]1)([CH3:3])[CH3:2]. Given the reactants [CH:1]([N:4]1[CH2:9][CH2:8][N:7]([C:10]([C:12]2[CH:13]=[C:14]3[C:18](=[CH:19][CH:20]=2)[NH:17][C:16]([C:21]([N:23]2[CH2:28][CH2:27][CH:26]([O:29][CH3:30])[CH2:25][CH2:24]2)=[O:22])=[CH:15]3)=[O:11])[CH2:6][CH2:5]1)([CH3:3])[CH3:2].[H-].[Na+].CS(O[CH2:38][C:39]([F:42])([F:41])[F:40])(=O)=O, predict the reaction product. (3) Given the reactants [CH:1]1([CH2:4][NH:5][C:6]2[C:7]([O:25][CH3:26])=[N:8][N:9]3[C:14]([C:15]4[C:20]([CH3:21])=[CH:19][C:18]([CH3:22])=[CH:17][C:16]=4[O:23][CH3:24])=[CH:13][CH:12]=[CH:11][C:10]=23)[CH2:3][CH2:2]1.[O:27]1[CH2:32][CH2:31][CH:30]([CH:33]=O)[CH2:29][CH2:28]1.C(O[BH-](OC(=O)C)OC(=O)C)(=O)C.[Na+].C(=O)([O-])O.[Na+], predict the reaction product. The product is: [CH:1]1([CH2:4][N:5]([C:6]2[C:7]([O:25][CH3:26])=[N:8][N:9]3[C:14]([C:15]4[C:20]([CH3:21])=[CH:19][C:18]([CH3:22])=[CH:17][C:16]=4[O:23][CH3:24])=[CH:13][CH:12]=[CH:11][C:10]=23)[CH2:33][CH:30]2[CH2:31][CH2:32][O:27][CH2:28][CH2:29]2)[CH2:2][CH2:3]1. (4) Given the reactants [I:1]I.[Br:3][C:4]1[CH:5]=[CH:6][C:7]([F:31])=[C:8]([C:10]([NH:19][C:20]([NH:22][C:23](=[O:30])[C:24]2[CH:29]=[CH:28][CH:27]=[CH:26][CH:25]=2)=[S:21])([CH3:18])[CH2:11][C:12]2[CH2:17][CH2:16][CH2:15][CH2:14][CH:13]=2)[CH:9]=1, predict the reaction product. The product is: [Br:3][C:4]1[CH:5]=[CH:6][C:7]([F:31])=[C:8]([C:10]2([CH3:18])[CH2:11][C:12]3([CH2:17][CH2:16][CH2:15][CH2:14][CH:13]3[I:1])[S:21][C:20]([NH:22][C:23](=[O:30])[C:24]3[CH:29]=[CH:28][CH:27]=[CH:26][CH:25]=3)=[N:19]2)[CH:9]=1.